From a dataset of Full USPTO retrosynthesis dataset with 1.9M reactions from patents (1976-2016). Predict the reactants needed to synthesize the given product. (1) The reactants are: [O:1]1[CH:5]=[CH:4][CH:3]=[C:2]1[C:6]1[N:11]=[C:10]2[NH:12][N:13]=[CH:14][C:9]2=[CH:8][C:7]=1[C:15]1[CH:20]=[CH:19][N:18]=[C:17](S(C)(=O)=O)[N:16]=1.C(N(CC)CC)C.[CH:32]1([NH2:35])[CH2:34][CH2:33]1. Given the product [CH:32]1([NH:35][C:17]2[N:16]=[C:15]([C:7]3[CH:8]=[C:9]4[CH:14]=[N:13][NH:12][C:10]4=[N:11][C:6]=3[C:2]3[O:1][CH:5]=[CH:4][CH:3]=3)[CH:20]=[CH:19][N:18]=2)[CH2:34][CH2:33]1, predict the reactants needed to synthesize it. (2) Given the product [NH2:22][C:18]1[CH:17]=[C:16]([O:15][C:7]2[CH:8]=[C:9]3[C:13](=[CH:14][C:6]=2[O:5][CH2:4][CH2:3][CH2:2][F:1])[N:12]([C:27]([NH:26][CH3:25])=[O:28])[CH:11]=[CH:10]3)[CH:21]=[CH:20][N:19]=1, predict the reactants needed to synthesize it. The reactants are: [F:1][CH2:2][CH2:3][CH2:4][O:5][C:6]1[CH:14]=[C:13]2[C:9]([CH:10]=[CH:11][NH:12]2)=[CH:8][C:7]=1[O:15][C:16]1[CH:21]=[CH:20][N:19]=[C:18]([NH2:22])[CH:17]=1.[H-].[Na+].[CH3:25][NH:26][C:27](=O)[O:28]C1C=CC=CC=1.[Cl-].[NH4+]. (3) Given the product [C:1]([N:4]1[CH2:9][CH2:8][N:7]([C:10]([C:12]2[CH:13]=[CH:14][C:15]([NH:18][C:19]3[N:24]=[C:23]([C:25]4[CH:26]=[CH:27][C:28]([NH:31][S:38]([C:32]5[CH:37]=[CH:36][CH:35]=[CH:34][CH:33]=5)(=[O:40])=[O:39])=[CH:29][CH:30]=4)[CH:22]=[CH:21][N:20]=3)=[CH:16][CH:17]=2)=[O:11])[CH2:6][CH2:5]1)(=[O:3])[CH3:2], predict the reactants needed to synthesize it. The reactants are: [C:1]([N:4]1[CH2:9][CH2:8][N:7]([C:10]([C:12]2[CH:17]=[CH:16][C:15]([NH:18][C:19]3[N:24]=[C:23]([C:25]4[CH:30]=[CH:29][C:28]([NH2:31])=[CH:27][CH:26]=4)[CH:22]=[CH:21][N:20]=3)=[CH:14][CH:13]=2)=[O:11])[CH2:6][CH2:5]1)(=[O:3])[CH3:2].[C:32]1([S:38](Cl)(=[O:40])=[O:39])[CH:37]=[CH:36][CH:35]=[CH:34][CH:33]=1. (4) The reactants are: [CH:1]1[C:13]2[CH:12]([CH2:14][O:15][C:16]([N:18]([CH3:26])[C@H:19]([C:23](O)=[O:24])[CH:20]([CH3:22])[CH3:21])=[O:17])[C:11]3[C:6](=[CH:7][CH:8]=[CH:9][CH:10]=3)[C:5]=2[CH:4]=[CH:3][CH:2]=1.[CH3:27][O:28][C@@H:29]([C@@H:38]([N:43]([CH3:51])[C:44](=[O:50])[C@H:45]([CH:47]([CH3:49])[CH3:48])[NH2:46])[C@@H:39]([CH3:42])[CH2:40][CH3:41])[CH2:30][C:31]([O:33][C:34]([CH3:37])([CH3:36])[CH3:35])=[O:32].Cl.CN(C)CCCN=C=NCC.O.ON1C2C=CC=CC=2N=N1.[Cl-].[NH4+]. Given the product [CH:10]1[C:11]2[CH:12]([CH2:14][O:15][C:16]([N:18]([CH3:26])[C@H:19]([C:23]([NH:46][C@H:45]([C:44]([N:43]([C@@H:38]([C@@H:39]([CH3:42])[CH2:40][CH3:41])[C@H:29]([O:28][CH3:27])[CH2:30][C:31]([O:33][C:34]([CH3:37])([CH3:35])[CH3:36])=[O:32])[CH3:51])=[O:50])[CH:47]([CH3:49])[CH3:48])=[O:24])[CH:20]([CH3:21])[CH3:22])=[O:17])[C:13]3[C:5](=[CH:4][CH:3]=[CH:2][CH:1]=3)[C:6]=2[CH:7]=[CH:8][CH:9]=1, predict the reactants needed to synthesize it. (5) The reactants are: [F:1][C:2]1[CH:7]=[CH:6][C:5]([CH:8]([CH3:12])[C:9]([OH:11])=O)=[CH:4][CH:3]=1.[NH2:13][CH2:14][CH2:15][CH2:16][N:17]1[CH2:22][CH2:21][CH:20]([C:23]2[CH:24]=[C:25]([NH:29][C:30](=[O:33])[CH2:31][CH3:32])[CH:26]=[CH:27][CH:28]=2)[CH2:19][CH2:18]1. Given the product [F:1][C:2]1[CH:3]=[CH:4][C:5]([CH:8]([CH3:12])[C:9]([NH:13][CH2:14][CH2:15][CH2:16][N:17]2[CH2:22][CH2:21][CH:20]([C:23]3[CH:28]=[CH:27][CH:26]=[C:25]([NH:29][C:30](=[O:33])[CH2:31][CH3:32])[CH:24]=3)[CH2:19][CH2:18]2)=[O:11])=[CH:6][CH:7]=1, predict the reactants needed to synthesize it. (6) Given the product [F:10][C:7]1[CH:8]=[CH:9][C:2]([S:20][CH3:15])=[C:3]([CH:6]=1)[C:4]#[N:5], predict the reactants needed to synthesize it. The reactants are: F[C:2]1[CH:9]=[CH:8][C:7]([F:10])=[CH:6][C:3]=1[C:4]#[N:5].BrC1C=C[C:15]([S:20]CC)=C(C=1)C=O.C[S-].[Na+]. (7) Given the product [Cl:1][C:2]1[CH:7]=[CH:6][CH:5]=[CH:4][C:3]=1[C:8]1[CH:13]=[CH:12][C:11]([O:14][CH2:15][C@H:16]2[O:21][CH2:20][CH2:19][NH:18][CH2:17]2)=[CH:10][CH:9]=1, predict the reactants needed to synthesize it. The reactants are: [Cl:1][C:2]1[CH:7]=[CH:6][CH:5]=[CH:4][C:3]=1[C:8]1[CH:13]=[CH:12][C:11]([O:14][CH2:15][C@H:16]2[O:21][CH2:20][CH2:19][N:18](C(OC(C)(C)C)=O)[CH2:17]2)=[CH:10][CH:9]=1. (8) Given the product [C:12]([N:19]1[CH2:20][CH2:21][N:22]([C:6]2[N:7]=[CH:2][C:3]3[CH2:10][C:9](=[O:11])[NH:8][C:4]=3[N:5]=2)[CH2:23][CH2:24]1)([O:14][C:15]([CH3:18])([CH3:17])[CH3:16])=[O:13], predict the reactants needed to synthesize it. The reactants are: Cl[C:2]1[C:3]2[CH2:10][C:9](=[O:11])[NH:8][C:4]=2[N:5]=[CH:6][N:7]=1.[C:12]([N:19]1[CH2:24][CH2:23][NH:22][CH2:21][CH2:20]1)([O:14][C:15]([CH3:18])([CH3:17])[CH3:16])=[O:13].CCN(C(C)C)C(C)C. (9) Given the product [Cl:9][C:10]1[N:15]=[C:14]([NH:1][C:2]2[S:3][C:4]([C:7]#[N:8])=[CH:5][N:6]=2)[CH:13]=[C:12]([Cl:17])[N:11]=1, predict the reactants needed to synthesize it. The reactants are: [NH2:1][C:2]1[S:3][C:4]([C:7]#[N:8])=[CH:5][N:6]=1.[Cl:9][C:10]1[N:15]=[C:14](Cl)[CH:13]=[C:12]([Cl:17])[N:11]=1.ClC1N=C(NC2SC(C)=CN=2)C=C(Cl)N=1.